From a dataset of Full USPTO retrosynthesis dataset with 1.9M reactions from patents (1976-2016). Predict the reactants needed to synthesize the given product. (1) Given the product [CH:17]1[C:26]2[C:21](=[CH:22][CH:23]=[CH:24][CH:25]=2)[CH:20]=[CH:19][C:18]=1[S:27]([N:2]1[CH2:3][CH2:4][C:5]2[C:10](=[CH:9][CH:8]=[CH:7][CH:6]=2)[CH:1]1[CH2:11][C:12]([OH:14])=[O:13])(=[O:28])=[O:29], predict the reactants needed to synthesize it. The reactants are: [CH:1]1([CH2:11][C:12]([OH:14])=[O:13])[C:10]2[C:5](=[CH:6][CH:7]=[CH:8][CH:9]=2)[CH2:4][CH2:3][NH:2]1.[OH-].[Na+].[CH:17]1[C:26]2[C:21](=[CH:22][CH:23]=[CH:24][CH:25]=2)[CH:20]=[CH:19][C:18]=1[S:27](Cl)(=[O:29])=[O:28]. (2) Given the product [Cl:1][C:2]1[CH:3]=[C:4]([C:8]2([CH2:18][NH:19][C:20](=[O:25])[C:21]([F:23])([F:24])[F:22])[CH2:9][CH2:10][C:11](=[O:12])[CH2:16][CH2:17]2)[CH:5]=[CH:6][CH:7]=1, predict the reactants needed to synthesize it. The reactants are: [Cl:1][C:2]1[CH:3]=[C:4]([C:8]2([CH2:18][NH:19][C:20](=[O:25])[C:21]([F:24])([F:23])[F:22])[CH2:17][CH2:16][C:11]3(OCC[O:12]3)[CH2:10][CH2:9]2)[CH:5]=[CH:6][CH:7]=1.